This data is from Reaction yield outcomes from USPTO patents with 853,638 reactions. The task is: Predict the reaction yield, written as a fraction of the theoretical maximum amount of product (1.0 means a 100% yield; for example, 0.34 means a 34% yield). (1) The reactants are Br[C:2]1[CH:3]=[C:4]([O:10][C:11]2[C:12]([F:27])=[C:13]([CH2:18][NH:19][C:20](=[O:26])[O:21][C:22]([CH3:25])([CH3:24])[CH3:23])[CH:14]=[CH:15][C:16]=2[Cl:17])[CH:5]=[C:6]([C:8]#[N:9])[CH:7]=1.[CH:28]([B-](F)(F)F)=[CH2:29].[K+]. The catalyst is C(O)CC.CCOC(C)=O. The product is [Cl:17][C:16]1[CH:15]=[CH:14][C:13]([CH2:18][NH:19][C:20](=[O:26])[O:21][C:22]([CH3:25])([CH3:24])[CH3:23])=[C:12]([F:27])[C:11]=1[O:10][C:4]1[CH:3]=[C:2]([CH:28]=[CH2:29])[CH:7]=[C:6]([C:8]#[N:9])[CH:5]=1. The yield is 0.530. (2) The reactants are [OH:1][N:2]=[C:3]([Cl:14])[C@H:4]1[CH2:8][O:7][C:6]2([CH2:13][CH2:12][CH2:11][CH2:10][CH2:9]2)[O:5]1.[CH3:15][S:16](Cl)(=[O:18])=[O:17]. The catalyst is C1COCC1. The product is [CH3:15][S:16]([O:1][N:2]=[C:3]([Cl:14])[C@H:4]1[CH2:8][O:7][C:6]2([CH2:13][CH2:12][CH2:11][CH2:10][CH2:9]2)[O:5]1)(=[O:18])=[O:17]. The yield is 0.738.